Dataset: Reaction yield outcomes from USPTO patents with 853,638 reactions. Task: Predict the reaction yield, written as a fraction of the theoretical maximum amount of product (1.0 means a 100% yield; for example, 0.34 means a 34% yield). (1) The reactants are [CH2:1]([O:8][C:9]1[C:10]([CH2:20][CH:21]([C:23]2[O:24][C:25]([CH2:28][N:29]([CH3:31])[CH3:30])=[CH:26][CH:27]=2)[NH2:22])=[CH:11][C:12]([Cl:19])=[C:13]2[C:18]=1[N:17]=[CH:16][CH:15]=[CH:14]2)[C:2]1[CH:7]=[CH:6][CH:5]=[CH:4][CH:3]=1.[C:32](Cl)(=[O:36])[CH:33]([CH3:35])[CH3:34].C(N(CC)CC)C. The catalyst is O1CCCC1. The product is [CH2:1]([O:8][C:9]1[C:10]([CH2:20][CH:21]([NH:22][C:32](=[O:36])[CH:33]([CH3:35])[CH3:34])[C:23]2[O:24][C:25]([CH2:28][N:29]([CH3:30])[CH3:31])=[CH:26][CH:27]=2)=[CH:11][C:12]([Cl:19])=[C:13]2[C:18]=1[N:17]=[CH:16][CH:15]=[CH:14]2)[C:2]1[CH:7]=[CH:6][CH:5]=[CH:4][CH:3]=1. The yield is 0.470. (2) The reactants are [NH2:1][C:2]1[NH:6][N:5]=[C:4]([CH3:7])[C:3]=1[C:8]1[S:9][C:10]2[CH:16]=[C:15]([S:17](Cl)(=[O:19])=[O:18])[CH:14]=[CH:13][C:11]=2[N:12]=1.[N:21]1[CH:25]=[C:24]([CH2:26][CH2:27][NH2:28])[NH:23][CH:22]=1.CN1CCOCC1. The catalyst is CO. The product is [N:21]1[CH:25]=[C:24]([CH2:26][CH2:27][NH:28][S:17]([C:15]2[CH:14]=[CH:13][C:11]3[N:12]=[C:8]([C:3]4[C:4]([CH3:7])=[N:5][NH:6][C:2]=4[NH2:1])[S:9][C:10]=3[CH:16]=2)(=[O:19])=[O:18])[NH:23][CH:22]=1. The yield is 0.0600. (3) The reactants are [Br:1][C:2]1[CH:3]=[C:4]([C:8]([O:10][CH3:11])=[O:9])[O:5][C:6]=1Br.C([Mg]Cl)(C)C.O. The catalyst is O1CCCC1. The product is [Br:1][C:2]1[CH:3]=[C:4]([C:8]([O:10][CH3:11])=[O:9])[O:5][CH:6]=1. The yield is 0.560. (4) The reactants are [CH2:1]([C:5]1[N:10]=[C:9]([CH3:11])[N:8]([C:12]2[CH:17]=[CH:16][CH:15]=[C:14]([CH:18]([O:20][Si](C(C)(C)C)(C)C)[CH3:19])[CH:13]=2)[C:7](=[O:28])[C:6]=1[CH2:29][C:30]1[CH:35]=[CH:34][C:33]([C:36]2[CH:41]=[CH:40][CH:39]=[CH:38][C:37]=2[C:42]2[NH:46][C:45](=[O:47])[O:44][N:43]=2)=[CH:32][CH:31]=1)[CH2:2][CH2:3][CH3:4].[F-].C([N+](CCCC)(CCCC)CCCC)CCC.C(OCC)(=O)C.O. The catalyst is O1CCCC1. The product is [CH2:1]([C:5]1[N:10]=[C:9]([CH3:11])[N:8]([C:12]2[CH:17]=[CH:16][CH:15]=[C:14]([CH:18]([OH:20])[CH3:19])[CH:13]=2)[C:7](=[O:28])[C:6]=1[CH2:29][C:30]1[CH:35]=[CH:34][C:33]([C:36]2[CH:41]=[CH:40][CH:39]=[CH:38][C:37]=2[C:42]2[NH:46][C:45](=[O:47])[O:44][N:43]=2)=[CH:32][CH:31]=1)[CH2:2][CH2:3][CH3:4]. The yield is 0.630.